From a dataset of Forward reaction prediction with 1.9M reactions from USPTO patents (1976-2016). Predict the product of the given reaction. The product is: [F:40][C:4]1[CH:3]=[CH:2][CH:7]=[CH:6][C:5]=1[C:9]1[CH:14]=[CH:13][N:12]=[CH:11][C:10]=1[NH:15][CH2:32][CH2:33][S:34]([CH3:37])(=[O:36])=[O:35]. Given the reactants F[C:2]1[C:7](F)=[CH:6][C:5]([C:9]2[CH:14]=[CH:13][N:12]=[CH:11][C:10]=2[N:15]([CH2:32][CH2:33][S:34]([CH3:37])(=[O:36])=[O:35])C(=O)C2C=C(C(F)(F)F)N=C(C(F)(F)F)C=2)=[C:4](OC)[CH:3]=1.[F:40]C1C=CC=CC=1B(O)O, predict the reaction product.